From a dataset of NCI-60 drug combinations with 297,098 pairs across 59 cell lines. Regression. Given two drug SMILES strings and cell line genomic features, predict the synergy score measuring deviation from expected non-interaction effect. Drug 1: C1=CC=C(C=C1)NC(=O)CCCCCCC(=O)NO. Drug 2: C1=NC2=C(N1)C(=S)N=CN2. Cell line: OVCAR-5. Synergy scores: CSS=22.1, Synergy_ZIP=-3.40, Synergy_Bliss=4.71, Synergy_Loewe=1.91, Synergy_HSA=7.56.